From a dataset of Forward reaction prediction with 1.9M reactions from USPTO patents (1976-2016). Predict the product of the given reaction. (1) Given the reactants C(OC([N:8]1[CH2:11][CH:10]([C:12]2[C:17]([N:18]3[CH2:23][CH2:22][CH:21]([CH2:24][OH:25])[CH2:20][CH2:19]3)=[CH:16][C:15]([F:26])=[CH:14][N:13]=2)[CH2:9]1)=O)(C)(C)C.[ClH:27].CO, predict the reaction product. The product is: [ClH:27].[NH:8]1[CH2:11][CH:10]([C:12]2[C:17]([N:18]3[CH2:19][CH2:20][CH:21]([CH2:24][OH:25])[CH2:22][CH2:23]3)=[CH:16][C:15]([F:26])=[CH:14][N:13]=2)[CH2:9]1. (2) Given the reactants C[O:2][C:3]([CH:5]1[CH2:8][N:7]([CH2:9][C:10]2[CH:15]=[CH:14][C:13]([C:16]3[CH:21]=[CH:20][C:19]([CH2:22][N:23]([C:27]4[CH:32]=[CH:31][C:30]([F:33])=[CH:29][CH:28]=4)[CH:24]([CH3:26])[CH3:25])=[CH:18][CH:17]=3)=[CH:12][CH:11]=2)[CH2:6]1)=[O:4].COC(C1CN(CC2C=CC(OCC3C4C=C(Cl)C=CC=4OC=3)=CC=2)C1)=O, predict the reaction product. The product is: [F:33][C:30]1[CH:31]=[CH:32][C:27]([N:23]([CH2:22][C:19]2[CH:20]=[CH:21][C:16]([C:13]3[CH:14]=[CH:15][C:10]([CH2:9][N:7]4[CH2:6][CH:5]([C:3]([OH:4])=[O:2])[CH2:8]4)=[CH:11][CH:12]=3)=[CH:17][CH:18]=2)[CH:24]([CH3:25])[CH3:26])=[CH:28][CH:29]=1. (3) The product is: [CH2:13]([O:20][N:21]1[C:27](=[O:28])[N:26]2[CH2:29][C@H:22]1[CH2:23][CH2:24][C@H:25]2[C:30]([N:35]([CH:33]=[O:34])[NH2:36])=[O:32])[C:14]1[CH:15]=[CH:16][CH:17]=[CH:18][CH:19]=1. Given the reactants C(N1C=CN=C1)(N1C=CN=C1)=O.[CH2:13]([O:20][N:21]1[C:27](=[O:28])[N:26]2[CH2:29][C@H:22]1[CH2:23][CH2:24][C@H:25]2[C:30]([OH:32])=O)[C:14]1[CH:19]=[CH:18][CH:17]=[CH:16][CH:15]=1.[CH:33]([NH:35][NH2:36])=[O:34], predict the reaction product. (4) Given the reactants [CH:1]1([CH2:8][C:9]([NH:11][C:12]2[CH:21]=[CH:20][CH:19]=[C:18]3[C:13]=2[CH:14]=[CH:15][N:16]([CH:23]2[CH2:28][CH2:27][N:26](C(OC(C)(C)C)=O)[CH2:25][CH2:24]2)[C:17]3=[O:22])=[O:10])[CH2:7][CH2:6][CH2:5][CH2:4][CH2:3][CH2:2]1.FC(F)(F)C(O)=O, predict the reaction product. The product is: [CH:1]1([CH2:8][C:9]([NH:11][C:12]2[CH:21]=[CH:20][CH:19]=[C:18]3[C:13]=2[CH:14]=[CH:15][N:16]([CH:23]2[CH2:24][CH2:25][NH:26][CH2:27][CH2:28]2)[C:17]3=[O:22])=[O:10])[CH2:2][CH2:3][CH2:4][CH2:5][CH2:6][CH2:7]1. (5) Given the reactants [CH3:1][O:2][C:3]1[CH:4]=[C:5]([C:9]2[N:14]=[CH:13][C:12]([C:15]([OH:17])=O)=[CH:11][N:10]=2)[CH:6]=[CH:7][CH:8]=1.[NH2:18][N:19]1[CH2:24][C:23]([CH3:25])=[N:22][NH:21][C:20]1=[O:26].C[N+]1(C2N=C(OC)N=C(OC)N=2)CCOCC1.[Cl-].CN(C=O)C, predict the reaction product. The product is: [CH3:25][C:23]1[CH2:24][N:19]([NH:18][C:15]([C:12]2[CH:13]=[N:14][C:9]([C:5]3[CH:6]=[CH:7][CH:8]=[C:3]([O:2][CH3:1])[CH:4]=3)=[N:10][CH:11]=2)=[O:17])[C:20](=[O:26])[NH:21][N:22]=1. (6) Given the reactants Br[C:2]1[CH:7]=[C:6]([F:8])[CH:5]=[CH:4][C:3]=1[S:9]([NH:12][C:13]1[CH:21]=[CH:20][C:19]2[N:18]3[CH2:22][CH2:23][CH2:24][C:17]3=[CH:16][C:15]=2[C:14]=1[C:25]([O:27][CH3:28])=[O:26])(=[O:11])=[O:10].[CH2:29]([N:31]([CH2:48][CH3:49])[CH2:32]/[CH:33]=[CH:34]\[Sn](CCCC)(CCCC)CCCC)[CH3:30], predict the reaction product. The product is: [CH2:29]([N:31]([CH2:48][CH3:49])[CH2:32]/[CH:33]=[CH:34]\[C:2]1[CH:7]=[C:6]([F:8])[CH:5]=[CH:4][C:3]=1[S:9]([NH:12][C:13]1[CH:21]=[CH:20][C:19]2[N:18]3[CH2:22][CH2:23][CH2:24][C:17]3=[CH:16][C:15]=2[C:14]=1[C:25]([O:27][CH3:28])=[O:26])(=[O:11])=[O:10])[CH3:30].